Dataset: Full USPTO retrosynthesis dataset with 1.9M reactions from patents (1976-2016). Task: Predict the reactants needed to synthesize the given product. (1) Given the product [CH3:9][N:10]([CH2:14][C:15]([O:17][C:1](=[O:7])[CH2:2][N:10]([CH3:9])[C:11]([NH2:13])=[NH:12])=[O:16])[C:11]([NH2:13])=[NH:12], predict the reactants needed to synthesize it. The reactants are: [C:1](Br)(=[O:7])[CH2:2]CCCC.[CH3:9][N:10]([CH2:14][C:15]([O-:17])=[O:16])[C:11]([NH2:13])=[NH:12].[Na+]. (2) Given the product [CH2:15]([O:16][C:2]1[N:11]=[C:10]([OH:12])[C:9]2[C:4](=[CH:5][CH:6]=[C:7]([I:13])[CH:8]=2)[N:3]=1)[CH3:14], predict the reactants needed to synthesize it. The reactants are: Cl[C:2]1[N:11]=[C:10]([OH:12])[C:9]2[C:4](=[CH:5][CH:6]=[C:7]([I:13])[CH:8]=2)[N:3]=1.[CH3:14][CH2:15][O-:16].[Na+]. (3) Given the product [Cl:25][C:17]1[CH:18]=[C:19]([Cl:24])[C:20]([O:22][CH3:23])=[CH:21][C:16]=1[NH:15][C:9]1[C:8]2[C:13](=[CH:14][C:5]([OH:4])=[CH:6][C:7]=2[O:26][CH:27]2[CH2:32][CH2:31][O:30][CH2:29][CH2:28]2)[N:12]=[CH:11][N:10]=1, predict the reactants needed to synthesize it. The reactants are: C([O:4][C:5]1[CH:14]=[C:13]2[C:8]([C:9]([NH:15][C:16]3[CH:21]=[C:20]([O:22][CH3:23])[C:19]([Cl:24])=[CH:18][C:17]=3[Cl:25])=[N:10][CH:11]=[N:12]2)=[C:7]([O:26][CH:27]2[CH2:32][CH2:31][O:30][CH2:29][CH2:28]2)[CH:6]=1)(=O)C.N. (4) Given the product [CH3:26][O:27][C:21](=[O:22])[CH2:20][CH2:19][CH2:18][CH2:14][C:15]([C:7]1[CH:8]=[CH:9][CH:10]=[C:5]([O:4][CH3:3])[CH:6]=1)=[O:16], predict the reactants needed to synthesize it. The reactants are: [Br-].[Li+].[CH3:3][O:4][C:5]1[CH:6]=[C:7]([Mg]Br)[CH:8]=[CH:9][CH:10]=1.C[CH:14]([CH2:18][CH2:19][CH2:20][C:21](Cl)=[O:22])[C:15](Cl)=[O:16].C1C[O:27][CH2:26]C1. (5) The reactants are: [F:1][C:2]1([F:26])[CH2:7][CH2:6][C:5]([CH2:9][NH:10][C:11]([C:13]2[C:14]3[CH:15]=[CH:16][C:17](Cl)=[N:18][C:19]=3[CH:20]=[CH:21][C:22]=2[Cl:23])=[O:12])([OH:8])[CH2:4][CH:3]1[CH3:25].CCN(C(C)C)C(C)C.[CH3:36][N:37]([CH3:43])[C@H:38]1[CH2:42][CH2:41][NH:40][CH2:39]1. Given the product [F:1][C:2]1([F:26])[CH2:7][CH2:6][C:5]([CH2:9][NH:10][C:11]([C:13]2[C:14]3[CH:15]=[CH:16][C:17]([N:40]4[CH2:41][CH2:42][C@H:38]([N:37]([CH3:43])[CH3:36])[CH2:39]4)=[N:18][C:19]=3[CH:20]=[CH:21][C:22]=2[Cl:23])=[O:12])([OH:8])[CH2:4][CH:3]1[CH3:25], predict the reactants needed to synthesize it.